From a dataset of Reaction yield outcomes from USPTO patents with 853,638 reactions. Predict the reaction yield, written as a fraction of the theoretical maximum amount of product (1.0 means a 100% yield; for example, 0.34 means a 34% yield). (1) The reactants are [Br:1][C:2]1[CH:10]=[C:9]([F:11])[C:5]([C:6](O)=[O:7])=[C:4]([F:12])[CH:3]=1.C([N:15](CC)CC)C.ClC(OCC)=O.N. The catalyst is C1COCC1. The product is [Br:1][C:2]1[CH:10]=[C:9]([F:11])[C:5]([C:6]([NH2:15])=[O:7])=[C:4]([F:12])[CH:3]=1. The yield is 0.524. (2) The reactants are [NH:1]1[CH2:6][CH2:5][O:4][CH2:3][CH2:2]1.[C:7]1([C:17]2[CH:22]=[CH:21][CH:20]=[CH:19][CH:18]=2)[CH:12]=[CH:11][C:10]([C:13](=[O:16])[CH2:14]Br)=[CH:9][CH:8]=1.C(N(CC)CC)C.O. The catalyst is CCOCC. The product is [C:7]1([C:17]2[CH:18]=[CH:19][CH:20]=[CH:21][CH:22]=2)[CH:8]=[CH:9][C:10]([C:13](=[O:16])[CH2:14][N:1]2[CH2:6][CH2:5][O:4][CH2:3][CH2:2]2)=[CH:11][CH:12]=1. The yield is 0.930. (3) The yield is 1.00. The product is [C:9]([CH:11]([C:12]([O:14][CH2:15][CH3:16])=[O:13])[CH:19]([O-:20])[C:18]([F:25])([F:24])[F:17])#[N:10].[Na+:4]. No catalyst specified. The reactants are [O-]CC.[Na+:4].[Na].CCO.[C:9]([CH2:11][C:12]([O:14][CH2:15][CH3:16])=[O:13])#[N:10].[F:17][C:18]([F:25])([F:24])[C:19](OCC)=[O:20].